This data is from Reaction yield outcomes from USPTO patents with 853,638 reactions. The task is: Predict the reaction yield, written as a fraction of the theoretical maximum amount of product (1.0 means a 100% yield; for example, 0.34 means a 34% yield). (1) The catalyst is O1CCCC1. The reactants are [C:1]1([CH3:29])[C:2]([NH:7][C:8]2[C:9]([C:22]3[CH:27]=[CH:26][C:25]([F:28])=[CH:24][CH:23]=3)=[N:10][C:11]3[C:16]([N:17]=2)=[CH:15][C:14]([C:18]([O:20]C)=[O:19])=[CH:13][CH:12]=3)=[CH:3][CH:4]=[CH:5][CH:6]=1.[H-].[Na+].[CH3:32]I. The yield is 0.300. The product is [F:28][C:25]1[CH:24]=[CH:23][C:22]([C:9]2[C:8]([N:7]([CH3:32])[C:2]3[CH:3]=[CH:4][CH:5]=[CH:6][C:1]=3[CH3:29])=[N:17][C:16]3[C:11](=[CH:12][CH:13]=[C:14]([C:18]([OH:20])=[O:19])[CH:15]=3)[N:10]=2)=[CH:27][CH:26]=1. (2) The yield is 0.870. The product is [CH2:1]([O:3][N:4]([CH3:14])[C:5](=[O:11])[O:6][C:7]([CH3:10])([CH3:9])[CH3:8])[CH3:2]. The reactants are [CH2:1]([O:3][NH:4][C:5](=[O:11])[O:6][C:7]([CH3:10])([CH3:9])[CH3:8])[CH3:2].[H-].[Na+].[CH3:14]I.O. The catalyst is CN(C=O)C. (3) The reactants are [CH3:1][O:2][C:3]([NH:5][C@H:6]([C:11]([N:13]1[CH2:17][C@@H:16]([CH3:18])[CH2:15][C@H:14]1[C:19]1[NH:20][C:21]([C:24]2[CH:29]=[C:28]3[CH2:30][O:31][C:32]4[CH:59]=[C:58]5[C:35]([CH:36]=[CH:37][C:38]6[N:42]=[C:41]([C@@H:43]7[CH2:47][C@H:46]([CH2:48][O:49][CH3:50])[CH2:45][N:44]7C(OC(C)(C)C)=O)[NH:40][C:39]=65)=[CH:34][C:33]=4[C:27]3=[CH:26][CH:25]=2)=[CH:22][N:23]=1)=[O:12])[C@@H:7]([CH2:9][CH3:10])[CH3:8])=[O:4].[CH3:60][O:61][C@H:62]([CH3:72])[C@H:63]([NH:67][C:68]([O:70][CH3:71])=[O:69])[C:64]([OH:66])=O.CN(C(ON1N=NC2C=CC=NC1=2)=[N+](C)C)C.F[P-](F)(F)(F)(F)F.CN1CCOCC1. The catalyst is Cl.CCO.CN(C=O)C. The product is [CH3:71][O:70][C:68]([NH:67][C@H:63]([C:64]([N:44]1[CH2:45][C@@H:46]([CH2:48][O:49][CH3:50])[CH2:47][C@H:43]1[C:41]1[NH:40][C:39]2[C:58]3[C:35]([CH:36]=[CH:37][C:38]=2[N:42]=1)=[CH:34][C:33]1[C:27]2[C:28]([CH2:30][O:31][C:32]=1[CH:59]=3)=[CH:29][C:24]([C:21]1[NH:20][C:19]([C@@H:14]3[CH2:15][C@H:16]([CH3:18])[CH2:17][N:13]3[C:11](=[O:12])[C@@H:6]([NH:5][C:3](=[O:4])[O:2][CH3:1])[C@H:7]([CH3:8])[CH2:9][CH3:10])=[N:23][CH:22]=1)=[CH:25][CH:26]=2)=[O:66])[C@H:62]([CH3:72])[O:61][CH3:60])=[O:69]. The yield is 0.810. (4) The reactants are [C:1]([O:5][C:6](=[O:33])[N:7]([CH2:9][C:10]1[CH:14]=[C:13]([C:15]2[CH:20]=[CH:19][CH:18]=[C:17]([CH:21]=O)[C:16]=2[F:23])[N:12]([S:24]([C:27]2[CH:28]=[N:29][CH:30]=[CH:31][CH:32]=2)(=[O:26])=[O:25])[CH:11]=1)[CH3:8])([CH3:4])([CH3:3])[CH3:2].Cl.[NH2:35][OH:36].C([O-])(=O)C.[Na+].C(=O)([O-])O.[Na+]. The catalyst is CC(O)C. The product is [C:1]([O:5][C:6](=[O:33])[N:7]([CH2:9][C:10]1[CH:14]=[C:13]([C:15]2[CH:20]=[CH:19][CH:18]=[C:17]([CH:21]=[N:35][OH:36])[C:16]=2[F:23])[N:12]([S:24]([C:27]2[CH:28]=[N:29][CH:30]=[CH:31][CH:32]=2)(=[O:26])=[O:25])[CH:11]=1)[CH3:8])([CH3:3])([CH3:2])[CH3:4]. The yield is 0.800. (5) The reactants are [CH2:1]([O:8][CH2:9][CH:10]=[O:11])[C:2]1[CH:7]=[CH:6][CH:5]=[CH:4][CH:3]=1.[CH2:12](O)[CH2:13][CH2:14][OH:15].C(OCC)(OCC)OCC.O.C1(C)C=CC(S(O)(=O)=O)=CC=1.C(N(CC)CC)C. No catalyst specified. The product is [CH2:1]([O:8][CH2:9][CH:10]1[O:15][CH2:14][CH2:13][CH2:12][O:11]1)[C:2]1[CH:7]=[CH:6][CH:5]=[CH:4][CH:3]=1. The yield is 0.580. (6) The reactants are [CH3:1][O:2][C:3](=[O:13])[CH2:4][C:5]1[CH:6]=[N:7][C:8]([C:11]#[N:12])=[CH:9][CH:10]=1.[NH2:14][OH:15].Cl.C([O-])(O)=O.[Na+]. The catalyst is CO. The product is [CH3:1][O:2][C:3](=[O:13])[CH2:4][C:5]1[CH:6]=[N:7][C:8]([C:11](=[NH:12])[NH:14][OH:15])=[CH:9][CH:10]=1. The yield is 0.840. (7) The reactants are C([O-])=O.[NH4+].[F:5][C:6]([F:49])([F:48])[C:7]1[CH:8]=[C:9]([CH:41]=[C:42]([C:44]([F:47])([F:46])[F:45])[CH:43]=1)[CH2:10][N:11]([C:35]1[N:36]=[N:37][N:38]([CH3:40])[N:39]=1)[C@H:12]1[CH2:18][CH2:17][CH2:16][N:15](C(OCC2C=CC=CC=2)=O)[C:14]2[C:29]([CH3:34])=[CH:30][C:31]([CH3:33])=[CH:32][C:13]1=2.CO. The catalyst is [Pd]. The product is [F:48][C:6]([F:5])([F:49])[C:7]1[CH:8]=[C:9]([CH:41]=[C:42]([C:44]([F:47])([F:46])[F:45])[CH:43]=1)[CH2:10][N:11]([C:35]1[N:36]=[N:37][N:38]([CH3:40])[N:39]=1)[C@H:12]1[CH2:18][CH2:17][CH2:16][NH:15][C:14]2[C:29]([CH3:34])=[CH:30][C:31]([CH3:33])=[CH:32][C:13]1=2. The yield is 0.455.